This data is from Peptide-MHC class II binding affinity with 134,281 pairs from IEDB. The task is: Regression. Given a peptide amino acid sequence and an MHC pseudo amino acid sequence, predict their binding affinity value. This is MHC class II binding data. The peptide sequence is RDLEVVAATPTSLLI. The MHC is DRB1_1302 with pseudo-sequence DRB1_1302. The binding affinity (normalized) is 1.00.